From a dataset of Peptide-MHC class II binding affinity with 134,281 pairs from IEDB. Regression. Given a peptide amino acid sequence and an MHC pseudo amino acid sequence, predict their binding affinity value. This is MHC class II binding data. The peptide sequence is MYLGTCKTLTPLMSS. The MHC is DRB4_0101 with pseudo-sequence DRB4_0103. The binding affinity (normalized) is 0.402.